Task: Predict the product of the given reaction.. Dataset: Forward reaction prediction with 1.9M reactions from USPTO patents (1976-2016) (1) Given the reactants [C:1]([O:5][C:6](=[O:26])[NH:7][CH2:8][CH:9]1[C:13](=[O:14])[N:12]([C:15]2[CH:20]=[CH:19][C:18]([C:21]#[N:22])=[C:17]([Cl:23])[C:16]=2[CH3:24])[C:11](=[O:25])[NH:10]1)([CH3:4])([CH3:3])[CH3:2].[CH3:27][Si]([N-][Si](C)(C)C)(C)C.[K+].IC, predict the reaction product. The product is: [C:1]([O:5][C:6](=[O:26])[NH:7][CH2:8][CH:9]1[C:13](=[O:14])[N:12]([C:15]2[CH:20]=[CH:19][C:18]([C:21]#[N:22])=[C:17]([Cl:23])[C:16]=2[CH3:24])[C:11](=[O:25])[N:10]1[CH3:27])([CH3:4])([CH3:2])[CH3:3]. (2) Given the reactants [Cl:1][C:2]1[CH:3]=[CH:4][C:5]([C:28]([F:31])([F:30])[F:29])=[C:6]([CH:27]=1)[CH2:7][N:8]1[CH2:13][CH2:12][NH:11][C:10]2[N:14]=[CH:15][C:16]([C:18]3[CH:26]=[CH:25][C:21]([C:22](O)=[O:23])=[CH:20][CH:19]=3)=[CH:17][C:9]1=2.[NH:32]1[CH2:37][CH2:36][O:35][CH2:34][CH2:33]1, predict the reaction product. The product is: [Cl:1][C:2]1[CH:3]=[CH:4][C:5]([C:28]([F:29])([F:30])[F:31])=[C:6]([CH:27]=1)[CH2:7][N:8]1[CH2:13][CH2:12][NH:11][C:10]2[N:14]=[CH:15][C:16]([C:18]3[CH:19]=[CH:20][C:21]([C:22]([N:32]4[CH2:37][CH2:36][O:35][CH2:34][CH2:33]4)=[O:23])=[CH:25][CH:26]=3)=[CH:17][C:9]1=2. (3) Given the reactants [CH3:1][O:2][C:3]([CH2:5][C@@H:6]([CH2:26][CH:27]([CH3:29])[CH3:28])[C:7]([NH:9][CH:10]([C:14]1[CH:19]=[CH:18][C:17]([C:20]2[CH:25]=[CH:24][CH:23]=[CH:22][CH:21]=2)=[CH:16][CH:15]=1)[C:11]([OH:13])=O)=[O:8])=[O:4].[CH2:30](Cl)[CH2:31]Cl.C1C=C[C:37]2[N:42](O)N=N[C:38]=2[CH:39]=1.[CH3:44][N:45]1CCO[CH2:47][CH2:46]1, predict the reaction product. The product is: [CH3:29][CH:27]([CH3:28])[CH2:26][C@@H:6]([C:7](=[O:8])[NH:9][CH:10]([C:11](=[O:13])[N:45]([CH3:44])[CH2:46][CH2:47][C:31]1[CH:30]=[CH:39][CH:38]=[CH:37][N:42]=1)[C:14]1[CH:15]=[CH:16][C:17]([C:20]2[CH:25]=[CH:24][CH:23]=[CH:22][CH:21]=2)=[CH:18][CH:19]=1)[CH2:5][C:3]([O:2][CH3:1])=[O:4]. (4) Given the reactants [F:1][C:2]([F:47])([F:46])[C:3]1[CH:4]=[C:5]([CH:39]=[C:40]([C:42]([F:45])([F:44])[F:43])[CH:41]=1)[CH2:6][N:7]([CH2:14][C:15]1[C:16]([N:25]2[CH2:29][CH2:28][CH2:27][C@@H:26]2[C@H:30]2[CH2:35][CH2:34][C@H:33](C(O)C)[CH2:32][CH2:31]2)=[N:17][CH:18]=[C:19]([C:21]([F:24])([F:23])[F:22])[CH:20]=1)[C:8]1[N:9]=[N:10][N:11]([CH3:13])[N:12]=1.C1C=C[NH+]=[CH:52][CH:53]=1.[O-:54][Cr](Cl)(=O)=O, predict the reaction product. The product is: [F:45][C:42]([F:43])([F:44])[C:40]1[CH:39]=[C:5]([CH:4]=[C:3]([C:2]([F:47])([F:1])[F:46])[CH:41]=1)[CH2:6][N:7]([CH2:14][C:15]1[C:16]([N:25]2[CH2:29][CH2:28][CH2:27][C@@H:26]2[C@H:30]2[CH2:35][CH2:34][C@H:33]([CH2:52][CH:53]=[O:54])[CH2:32][CH2:31]2)=[N:17][CH:18]=[C:19]([C:21]([F:23])([F:22])[F:24])[CH:20]=1)[C:8]1[N:9]=[N:10][N:11]([CH3:13])[N:12]=1. (5) Given the reactants [CH2:1]([O:3][C:4](=[O:23])[CH2:5][CH:6]1[CH2:13][CH:12]2[N:14]([C:15]([O:17][C:18]([CH3:21])(C)C)=[O:16])[CH:8]([CH2:9][O:10][CH2:11]2)[C:7]1=[O:22])[CH3:2].FC(F)(F)C(O)=O.C(=O)([O-])[O-].[K+].[K+].C(N(CC)C(C)C)(C)C.ClC(OC[C:51]1[CH:56]=[CH:55]C=[CH:53][CH:52]=1)=O, predict the reaction product. The product is: [CH2:1]([O:3][C:4](=[O:23])[CH2:5][CH:6]1[CH2:13][CH:12]2[N:14]([C:15]([O:17][CH2:18][C:21]3[CH:55]=[CH:56][CH:51]=[CH:52][CH:53]=3)=[O:16])[CH:8]([CH2:9][O:10][CH2:11]2)[C:7]1=[O:22])[CH3:2]. (6) The product is: [Br:1][C:2]1[CH:17]=[CH:16][C:5]2[N:6]([C:29]([C:27]3[CH:26]=[CH:25][C:22]4[O:23][CH2:24][C:19](=[O:18])[NH:20][C:21]=4[CH:28]=3)=[O:30])[C@@H:7]([CH2:10][C:11]([O:13][CH2:14][CH3:15])=[O:12])[CH2:8][O:9][C:4]=2[CH:3]=1. Given the reactants [Br:1][C:2]1[CH:17]=[CH:16][C:5]2[NH:6][C@@H:7]([CH2:10][C:11]([O:13][CH2:14][CH3:15])=[O:12])[CH2:8][O:9][C:4]=2[CH:3]=1.[O:18]=[C:19]1[CH2:24][O:23][C:22]2[CH:25]=[CH:26][C:27]([C:29](O)=[O:30])=[CH:28][C:21]=2[NH:20]1.CCN(C(C)C)C(C)C.C(P1(=O)OP(CCC)(=O)OP(CCC)(=O)O1)CC, predict the reaction product. (7) Given the reactants [I:1][C:2]1[CH:7]=[C:6]([I:8])[CH:5]=[C:4]([I:9])[C:3]=1[C:10]1[CH:15]=[CH:14][C:13]([C:16](O)=[O:17])=[C:12]([N+:19]([O-:21])=[O:20])[CH:11]=1.S(Cl)([Cl:24])=O, predict the reaction product. The product is: [I:1][C:2]1[CH:7]=[C:6]([I:8])[CH:5]=[C:4]([I:9])[C:3]=1[C:10]1[CH:15]=[CH:14][C:13]([C:16]([Cl:24])=[O:17])=[C:12]([N+:19]([O-:21])=[O:20])[CH:11]=1.